From a dataset of Full USPTO retrosynthesis dataset with 1.9M reactions from patents (1976-2016). Predict the reactants needed to synthesize the given product. (1) Given the product [CH3:51][O:50][C:47]1[N:46]=[CH:45][C:44]([NH:43][C:17]2[C:22]([C:23]3[N:28]=[C:27]([CH3:29])[N:26]=[C:25]([S:30][CH3:31])[N:24]=3)=[CH:21][C:20]([CH2:32][N:33]3[CH2:38][CH2:37][N:36]([S:39]([CH3:42])(=[O:40])=[O:41])[CH2:35][CH2:34]3)=[CH:19][N:18]=2)=[CH:49][CH:48]=1, predict the reactants needed to synthesize it. The reactants are: [Li+].C[Si]([N-][Si](C)(C)C)(C)C.C1COCC1.F[C:17]1[C:22]([C:23]2[N:28]=[C:27]([CH3:29])[N:26]=[C:25]([S:30][CH3:31])[N:24]=2)=[CH:21][C:20]([CH2:32][N:33]2[CH2:38][CH2:37][N:36]([S:39]([CH3:42])(=[O:41])=[O:40])[CH2:35][CH2:34]2)=[CH:19][N:18]=1.[NH2:43][C:44]1[CH:45]=[N:46][C:47]([O:50][CH3:51])=[CH:48][CH:49]=1. (2) Given the product [CH3:1][CH:2]1[CH2:8][C:7](=[S:15])[NH:6][C:5]2[CH:10]=[CH:11][CH:12]=[CH:13][C:4]=2[NH:3]1, predict the reactants needed to synthesize it. The reactants are: [CH3:1][CH:2]1[CH2:8][C:7](=O)[NH:6][C:5]2[CH:10]=[CH:11][CH:12]=[CH:13][C:4]=2[NH:3]1.P12(SP3(SP(SP(S3)(S1)=S)(=S)S2)=S)=[S:15].O. (3) Given the product [CH:13]1([C:16]2[NH:20][C:19]3[CH:28]=[C:29]([C:42]4[C:43]([CH3:48])=[N:44][O:45][C:46]=4[CH3:47])[CH:30]=[C:31]([C:32]([C:33]4[CH:34]=[N:35][C:36]([O:39][CH3:40])=[CH:37][CH:38]=4)([C:2]4[CH:7]=[CH:6][CH:5]=[CH:4][N:3]=4)[OH:41])[C:18]=3[N:17]=2)[CH2:15][CH2:14]1, predict the reactants needed to synthesize it. The reactants are: Br[C:2]1[CH:7]=[CH:6][CH:5]=[CH:4][N:3]=1.[Li]CCCC.[CH:13]1([C:16]2[N:20](C(OC(C)(C)C)=O)[C:19]3[CH:28]=[C:29]([C:42]4[C:43]([CH3:48])=[N:44][O:45][C:46]=4[CH3:47])[CH:30]=[C:31]([C:32](=[O:41])[C:33]4[CH:38]=[CH:37][C:36]([O:39][CH3:40])=[N:35][CH:34]=4)[C:18]=3[N:17]=2)[CH2:15][CH2:14]1. (4) Given the product [Br:1][C:2]1[CH:7]=[CH:6][C:5]([N:8]2[CH2:14][CH2:13][CH2:12][S:9]2(=[O:11])=[O:10])=[C:4]([F:16])[CH:3]=1, predict the reactants needed to synthesize it. The reactants are: [Br:1][C:2]1[CH:7]=[CH:6][C:5]([NH:8][S:9]([CH2:12][CH2:13][CH2:14]Cl)(=[O:11])=[O:10])=[C:4]([F:16])[CH:3]=1.C(=O)([O-])[O-].[K+].[K+]. (5) The reactants are: CCN(C(C)C)C(C)C.[CH3:10][O:11][C:12]1[CH:13]=[CH:14][CH:15]=[C:16]2[C:21]=1[O:20][C:19](=[O:22])[C:18]([C:23]([OH:25])=O)=[CH:17]2.CN(C(ON1N=NC2C=CC=NC1=2)=[N+](C)C)C.F[P-](F)(F)(F)(F)F.[NH:50]1[C:58]2[C:53](=[CH:54][C:55]([C:59]3[CH:60]=[C:61]([NH2:65])[CH:62]=[CH:63][CH:64]=3)=[CH:56][CH:57]=2)[CH:52]=[CH:51]1. Given the product [NH:50]1[C:58]2[C:53](=[CH:54][C:55]([C:59]3[CH:60]=[C:61]([NH:65][C:23]([C:18]4[C:19](=[O:22])[O:20][C:21]5[C:16]([CH:17]=4)=[CH:15][CH:14]=[CH:13][C:12]=5[O:11][CH3:10])=[O:25])[CH:62]=[CH:63][CH:64]=3)=[CH:56][CH:57]=2)[CH:52]=[CH:51]1, predict the reactants needed to synthesize it. (6) Given the product [CH:1]([C@@H:4]1[N:10]([CH2:22][C:23]2[CH:28]=[CH:27][C:26]([O:29][CH3:30])=[CH:25][CH:24]=2)[CH2:9][C:8]2[CH:11]=[CH:12][C:13]([C:15]([O:17][CH3:18])=[O:16])=[CH:14][C:7]=2[O:6][CH2:5]1)([CH3:3])[CH3:2], predict the reactants needed to synthesize it. The reactants are: [CH:1]([C@@H:4]1[NH:10][CH2:9][C:8]2[CH:11]=[CH:12][C:13]([C:15]([O:17][CH3:18])=[O:16])=[CH:14][C:7]=2[O:6][CH2:5]1)([CH3:3])[CH3:2].[H-].[Na+].Br[CH2:22][C:23]1[CH:28]=[CH:27][C:26]([O:29][CH3:30])=[CH:25][CH:24]=1. (7) Given the product [CH2:36]([C:33]1[CH:34]=[N:35][C:30]([N:27]2[CH2:26][CH2:25][CH:24]([O:23][CH2:22][CH2:21][O:13][C:10]3[N:11]=[CH:12][C:7]4[CH2:6][N:5]([S:2]([CH3:1])(=[O:3])=[O:4])[CH2:15][CH2:14][C:8]=4[N:9]=3)[CH2:29][CH2:28]2)=[N:31][CH:32]=1)[CH3:37], predict the reactants needed to synthesize it. The reactants are: [CH3:1][S:2]([N:5]1[CH2:15][CH2:14][C:8]2[N:9]=[C:10]([OH:13])[N:11]=[CH:12][C:7]=2[CH2:6]1)(=[O:4])=[O:3].CS(O[CH2:21][CH2:22][O:23][CH:24]1[CH2:29][CH2:28][N:27]([C:30]2[N:35]=[CH:34][C:33]([CH2:36][CH3:37])=[CH:32][N:31]=2)[CH2:26][CH2:25]1)(=O)=O.C([O-])([O-])=O.[Cs+].[Cs+]. (8) Given the product [CH3:51][N:52]1[CH2:57][CH2:56][CH:55]([NH:58][CH2:49][C:46]2[O:47][CH:48]=[C:44]([C:42]3[CH:41]=[CH:40][C:19]4[N:20]([C:21]([C:34]5[CH:39]=[CH:38][CH:37]=[CH:36][CH:35]=5)([C:28]5[CH:33]=[CH:32][CH:31]=[CH:30][CH:29]=5)[C:22]5[CH:23]=[CH:24][CH:25]=[CH:26][CH:27]=5)[C:16](=[O:15])[O:17][C:18]=4[CH:43]=3)[CH:45]=2)[CH2:54][CH2:53]1, predict the reactants needed to synthesize it. The reactants are: C(O[BH-](OC(=O)C)OC(=O)C)(=O)C.[Na+].[O:15]=[C:16]1[N:20]([C:21]([C:34]2[CH:39]=[CH:38][CH:37]=[CH:36][CH:35]=2)([C:28]2[CH:33]=[CH:32][CH:31]=[CH:30][CH:29]=2)[C:22]2[CH:27]=[CH:26][CH:25]=[CH:24][CH:23]=2)[C:19]2[CH:40]=[CH:41][C:42]([C:44]3[CH:45]=[C:46]([CH:49]=O)[O:47][CH:48]=3)=[CH:43][C:18]=2[O:17]1.[CH3:51][N:52]1[CH2:57][CH2:56][CH:55]([NH2:58])[CH2:54][CH2:53]1.C(O)(=O)C. (9) Given the product [N+:21]([C:17]1[CH:16]=[C:15]([C:2]2[CH:3]=[N:4][CH:5]=[CH:6][CH:7]=2)[CH:20]=[CH:19][CH:18]=1)([O-:23])=[O:22], predict the reactants needed to synthesize it. The reactants are: Br[C:2]1[CH:3]=[N:4][CH:5]=[CH:6][CH:7]=1.C(=O)(O)[O-].[Na+].OB(O)[C:15]1[CH:20]=[CH:19][CH:18]=[C:17]([N+:21]([O-:23])=[O:22])[CH:16]=1.